The task is: Predict which catalyst facilitates the given reaction.. This data is from Catalyst prediction with 721,799 reactions and 888 catalyst types from USPTO. (1) Reactant: [OH:1][C:2]1[C:12]2[CH2:11][CH2:10][N:9]([C:13](=[O:18])[C:14]([F:17])([F:16])[F:15])[CH2:8][CH2:7][C:6]=2[CH:5]=[CH:4][CH:3]=1.C(=O)([O-])[O-].[K+].[K+].[CH2:25](Br)[CH:26]=[CH2:27]. Product: [CH2:27]([O:1][C:2]1[C:12]2[CH2:11][CH2:10][N:9]([C:13](=[O:18])[C:14]([F:17])([F:15])[F:16])[CH2:8][CH2:7][C:6]=2[CH:5]=[CH:4][CH:3]=1)[CH:26]=[CH2:25]. The catalyst class is: 21. (2) Reactant: [Cl:1][C:2]1[N:7]=[N:6][C:5]([O:8][C:9]2[CH:14]=[CH:13][CH:12]=[CH:11][C:10]=2[CH:15]2[CH2:17][CH2:16]2)=[C:4]([OH:18])[CH:3]=1.C(N(CC)CC)C.[F:26][C:27]([F:40])([F:39])[S:28](O[S:28]([C:27]([F:40])([F:39])[F:26])(=[O:30])=[O:29])(=[O:30])=[O:29]. Product: [F:26][C:27]([F:40])([F:39])[S:28]([O:18][C:4]1[CH:3]=[C:2]([Cl:1])[N:7]=[N:6][C:5]=1[O:8][C:9]1[CH:14]=[CH:13][CH:12]=[CH:11][C:10]=1[CH:15]1[CH2:16][CH2:17]1)(=[O:30])=[O:29]. The catalyst class is: 2.